Dataset: Peptide-MHC class I binding affinity with 185,985 pairs from IEDB/IMGT. Task: Regression. Given a peptide amino acid sequence and an MHC pseudo amino acid sequence, predict their binding affinity value. This is MHC class I binding data. (1) The peptide sequence is YLLEKSRAI. The MHC is HLA-A02:03 with pseudo-sequence HLA-A02:03. The binding affinity (normalized) is 0.744. (2) The peptide sequence is ESMMGSTAM. The MHC is HLA-A23:01 with pseudo-sequence HLA-A23:01. The binding affinity (normalized) is 0.0847. (3) The peptide sequence is IQKGMFVVK. The MHC is HLA-A02:11 with pseudo-sequence HLA-A02:11. The binding affinity (normalized) is 0.0847. (4) The peptide sequence is RARQKGCTL. The MHC is BoLA-HD6 with pseudo-sequence BoLA-HD6. The binding affinity (normalized) is 0.855. (5) The peptide sequence is TTVVRRRGR. The MHC is Patr-A0401 with pseudo-sequence Patr-A0401. The binding affinity (normalized) is 0.338. (6) The peptide sequence is GLLDSIKMIY. The MHC is HLA-A31:01 with pseudo-sequence HLA-A31:01. The binding affinity (normalized) is 0.321.